This data is from Peptide-MHC class I binding affinity with 185,985 pairs from IEDB/IMGT. The task is: Regression. Given a peptide amino acid sequence and an MHC pseudo amino acid sequence, predict their binding affinity value. This is MHC class I binding data. The peptide sequence is HLSRTVVYSY. The MHC is HLA-A26:01 with pseudo-sequence HLA-A26:01. The binding affinity (normalized) is 0.143.